From a dataset of Reaction yield outcomes from USPTO patents with 853,638 reactions. Predict the reaction yield, written as a fraction of the theoretical maximum amount of product (1.0 means a 100% yield; for example, 0.34 means a 34% yield). (1) The reactants are [OH:1][C:2]1[CH:7]=[CH:6][C:5]([S:8](Cl)(=[O:10])=[O:9])=[CH:4][CH:3]=1.C/C(/O[Si](C)(C)C)=N\[Si](C)(C)C.[CH3:24][C:25]1([CH3:35])[S:30][CH2:29][CH2:28][NH:27][C@H:26]1[C:31]([O:33][CH3:34])=[O:32].CN1CCOCC1. The catalyst is C(Cl)(Cl)Cl.C(OCC)(=O)C.CO. The product is [CH3:34][O:33][C:31]([CH:26]1[C:25]([CH3:35])([CH3:24])[S:30][CH2:29][CH2:28][N:27]1[S:8]([C:5]1[CH:6]=[CH:7][C:2]([OH:1])=[CH:3][CH:4]=1)(=[O:10])=[O:9])=[O:32]. The yield is 0.830. (2) The reactants are C(=O)([O-])[O-].[K+].[K+].I[C:8]1[CH:16]=[C:15]2[C:11]([CH2:12][C:13](=[O:17])[NH:14]2)=[CH:10][CH:9]=1.[CH3:18][N:19]1[C:23]([NH:24][C:25](=[O:33])[C:26]2[CH:31]=[CH:30][CH:29]=[CH:28][C:27]=2[SH:32])=[CH:22][C:21]([CH3:34])=[N:20]1. The catalyst is [Cu]I. The product is [CH3:18][N:19]1[C:23]([NH:24][C:25](=[O:33])[C:26]2[CH:31]=[CH:30][CH:29]=[CH:28][C:27]=2[S:32][C:8]2[CH:16]=[C:15]3[C:11]([CH2:12][C:13](=[O:17])[NH:14]3)=[CH:10][CH:9]=2)=[CH:22][C:21]([CH3:34])=[N:20]1. The yield is 0.520. (3) The reactants are [N+:1]([C:4]1[CH:12]=[C:11]2[C:7]([CH:8]=[CH:9][NH:10]2)=[CH:6][CH:5]=1)([O-:3])=[O:2].ClS([N:17]=[C:18]=O)(=O)=O.C([O-])(O)=O.[Na+]. The product is [N+:1]([C:4]1[CH:12]=[C:11]2[C:7]([C:8]([C:18]#[N:17])=[CH:9][NH:10]2)=[CH:6][CH:5]=1)([O-:3])=[O:2]. The catalyst is CN(C=O)C.CC#N. The yield is 0.820. (4) The yield is 0.720. The reactants are [Li]CCCC.C(NC(C)C)(C)C.[Br:13][C:14]1[CH:19]=[CH:18][C:17]([NH2:20])=[C:16]([F:21])[CH:15]=1.Cl[C:23]1[C:28]([C:29]([OH:31])=[O:30])=[CH:27][N:26]=[C:25]([Cl:32])[C:24]=1[F:33]. The catalyst is C1COCC1. The product is [Br:13][C:14]1[CH:19]=[CH:18][C:17]([NH:20][C:23]2[C:28]([C:29]([OH:31])=[O:30])=[CH:27][N:26]=[C:25]([Cl:32])[C:24]=2[F:33])=[C:16]([F:21])[CH:15]=1. (5) The reactants are [SH:1][C:2]1[CH:7]=[CH:6][C:5]([OH:8])=[CH:4][CH:3]=1.C[O-].[Na+].[CH3:12][O:13][C:14](=[O:29])[C:15]1[CH:20]=[C:19]([S:21](=[O:27])(=[O:26])[NH:22][CH2:23][CH2:24]Br)[CH:18]=[CH:17][C:16]=1[CH3:28]. The catalyst is CO. The product is [CH3:12][O:13][C:14](=[O:29])[C:15]1[CH:20]=[C:19]([S:21](=[O:26])(=[O:27])[NH:22][CH2:23][CH2:24][S:1][C:2]2[CH:7]=[CH:6][C:5]([OH:8])=[CH:4][CH:3]=2)[CH:18]=[CH:17][C:16]=1[CH3:28]. The yield is 0.760. (6) The reactants are [F:1][C:2]1[CH:3]=[C:4]2[C:8](=[CH:9][CH:10]=1)[CH2:7][C:6]([CH3:11])=[C:5]2[CH2:12][C:13](OC)=[O:14]. The catalyst is C1COCC1. The product is [F:1][C:2]1[CH:3]=[C:4]2[C:8](=[CH:9][CH:10]=1)[CH2:7][C:6]([CH3:11])=[C:5]2[CH2:12][CH2:13][OH:14]. The yield is 0.630. (7) The reactants are C([O:8][C:9]1[CH:18]=[C:17]2[C:12]([C:13]([O:19][C:20]3[C:21]([CH3:30])=[N:22][C:23]4[C:28]([CH:29]=3)=[CH:27][N:26]=[CH:25][CH:24]=4)=[CH:14][CH:15]=[N:16]2)=[CH:11][C:10]=1[O:31][CH3:32])C1C=CC=CC=1.CS(O)(=O)=O. The catalyst is FC(F)(F)C(O)=O. The product is [OH:8][C:9]1[CH:18]=[C:17]2[C:12]([C:13]([O:19][C:20]3[C:21]([CH3:30])=[N:22][C:23]4[C:28]([CH:29]=3)=[CH:27][N:26]=[CH:25][CH:24]=4)=[CH:14][CH:15]=[N:16]2)=[CH:11][C:10]=1[O:31][CH3:32]. The yield is 0.980.